This data is from Forward reaction prediction with 1.9M reactions from USPTO patents (1976-2016). The task is: Predict the product of the given reaction. (1) The product is: [F:19][C:20]1[CH:25]=[CH:24][CH:23]=[CH:22][C:21]=1[CH2:26][C:27]([NH:1][N:2]1[N:11]=[C:10]([N:12]2[CH2:17][CH2:16][O:15][CH2:14][CH2:13]2)[C:9]2[C:4](=[CH:5][CH:6]=[CH:7][CH:8]=2)[C:3]1=[O:18])=[O:28]. Given the reactants [NH2:1][N:2]1[N:11]=[C:10]([N:12]2[CH2:17][CH2:16][O:15][CH2:14][CH2:13]2)[C:9]2[C:4](=[CH:5][CH:6]=[CH:7][CH:8]=2)[C:3]1=[O:18].[F:19][C:20]1[CH:25]=[CH:24][CH:23]=[CH:22][C:21]=1[CH2:26][C:27](O)=[O:28], predict the reaction product. (2) Given the reactants [CH2:1]([O:3][C:4](=[O:17])[C:5]([O:8][C:9]1[CH:14]=[CH:13][C:12]([OH:15])=[CH:11][C:10]=1[CH3:16])([CH3:7])[CH3:6])[CH3:2].[F:18][CH:19]([F:38])[N:20]1[C:24]([CH2:25]O)=[CH:23][C:22]([C:27]2[CH:32]=[CH:31][C:30]([O:33][C:34]([F:37])([F:36])[F:35])=[CH:29][CH:28]=2)=[N:21]1.CN(C)C(N=NC(N(C)C)=O)=O.C(P(CCCC)CCCC)CCC, predict the reaction product. The product is: [CH2:1]([O:3][C:4](=[O:17])[C:5]([O:8][C:9]1[CH:14]=[CH:13][C:12]([O:15][CH2:25][C:24]2[N:20]([CH:19]([F:38])[F:18])[N:21]=[C:22]([C:27]3[CH:28]=[CH:29][C:30]([O:33][C:34]([F:36])([F:35])[F:37])=[CH:31][CH:32]=3)[CH:23]=2)=[CH:11][C:10]=1[CH3:16])([CH3:6])[CH3:7])[CH3:2]. (3) The product is: [Br:1][C:2]1[CH:7]=[C:6]([F:8])[CH:5]=[CH:4][C:3]=1[S:9]([NH:13][C:14]1[C:23]([C:24]([O:26][C:27]([CH3:30])([CH3:28])[CH3:29])=[O:25])=[C:22]2[C:17]([C:18]3[CH:34]=[CH:33][O:32][C:19]=3[C:20](=[O:31])[O:21]2)=[CH:16][CH:15]=1)(=[O:11])=[O:10]. Given the reactants [Br:1][C:2]1[CH:7]=[C:6]([F:8])[CH:5]=[CH:4][C:3]=1[S:9](Cl)(=[O:11])=[O:10].[NH2:13][C:14]1[C:23]([C:24]([O:26][C:27]([CH3:30])([CH3:29])[CH3:28])=[O:25])=[C:22]2[C:17]([C:18]3[CH:34]=[CH:33][O:32][C:19]=3[C:20](=[O:31])[O:21]2)=[CH:16][CH:15]=1.N1C=CC=CC=1, predict the reaction product. (4) Given the reactants [CH:1]12[CH2:7][CH:4]([CH2:5][CH2:6]1)[CH2:3][CH:2]2[CH2:8][C:9]([OH:11])=O.C(N(CC)C(C)C)(C)C.[F:21][C:22]1[CH:27]=[C:26]([F:28])[CH:25]=[C:24]([N:29]2[CH2:34][CH2:33][O:32][CH2:31][CH2:30]2)[C:23]=1[NH2:35].C(OCC)(=O)C, predict the reaction product. The product is: [CH:1]12[CH2:7][CH:4]([CH2:5][CH2:6]1)[CH2:3][CH:2]2[CH2:8][C:9]([NH:35][C:23]1[C:24]([N:29]2[CH2:34][CH2:33][O:32][CH2:31][CH2:30]2)=[CH:25][C:26]([F:28])=[CH:27][C:22]=1[F:21])=[O:11]. (5) Given the reactants [CH2:1]([O:8][C:9]1[CH:14]=[CH:13][C:12]([C@@H:15]([O:18][Si:19]([C:22]([CH3:25])([CH3:24])[CH3:23])([CH3:21])[CH3:20])[CH2:16]Br)=[CH:11][C:10]=1[NH:26][CH:27]=[O:28])[C:2]1[CH:7]=[CH:6][CH:5]=[CH:4][CH:3]=1.Cl.Cl.[NH2:31][CH2:32][CH2:33][C:34]1[CH:67]=[CH:66][C:37]([O:38][CH2:39][CH2:40][CH2:41][CH2:42][C:43]2[CH:48]=[CH:47][C:46]([OH:49])=[C:45]([C@@H:50]([C:60]3[CH:65]=[CH:64][CH:63]=[CH:62][CH:61]=3)[CH2:51][CH2:52][N:53]([CH:57]([CH3:59])[CH3:58])[CH:54]([CH3:56])[CH3:55])[CH:44]=2)=[CH:36][CH:35]=1.C(=O)([O-])O.[Na+].[I-].[K+].C(#N)CC.NCCC1C=CC(OCCCCC2C=CC(O)=C([C@@H](C3C=CC=CC=3)CCN(C(C)C)C(C)C)C=2)=CC=1, predict the reaction product. The product is: [NH3:26].[CH2:1]([O:8][C:9]1[CH:14]=[CH:13][C:12]([C@@H:15]([O:18][Si:19]([C:22]([CH3:25])([CH3:24])[CH3:23])([CH3:21])[CH3:20])[CH2:16][NH:31][CH2:32][CH2:33][C:34]2[CH:35]=[CH:36][C:37]([O:38][CH2:39][CH2:40][CH2:41][CH2:42][C:43]3[CH:48]=[CH:47][C:46]([OH:49])=[C:45]([C@@H:50]([C:60]4[CH:61]=[CH:62][CH:63]=[CH:64][CH:65]=4)[CH2:51][CH2:52][N:53]([CH:54]([CH3:56])[CH3:55])[CH:57]([CH3:58])[CH3:59])[CH:44]=3)=[CH:66][CH:67]=2)=[CH:11][C:10]=1[NH:26][CH:27]=[O:28])[C:2]1[CH:7]=[CH:6][CH:5]=[CH:4][CH:3]=1. (6) Given the reactants Br[C:2]1[C:7]([CH:8]=[O:9])=[CH:6][CH:5]=[CH:4][N:3]=1.[NH:10]1[CH2:15][CH2:14][CH2:13][CH2:12][C:11]1=[O:16].C(=O)([O-])[O-].[Cs+].[Cs+], predict the reaction product. The product is: [O:16]=[C:11]1[CH2:12][CH2:13][CH2:14][CH2:15][N:10]1[C:2]1[C:7]([CH:8]=[O:9])=[CH:6][CH:5]=[CH:4][N:3]=1. (7) Given the reactants C[O:2][C:3](=[O:18])[CH:4]([C:7]1[CH:12]=[CH:11][C:10]([O:13][CH2:14][CH2:15][CH2:16][CH3:17])=[CH:9][CH:8]=1)[CH2:5][CH3:6].[OH-].[Na+].Cl, predict the reaction product. The product is: [CH2:14]([O:13][C:10]1[CH:9]=[CH:8][C:7]([CH:4]([CH2:5][CH3:6])[C:3]([OH:18])=[O:2])=[CH:12][CH:11]=1)[CH2:15][CH2:16][CH3:17]. (8) Given the reactants C(Cl)(=O)C(Cl)=O.[CH3:7][C:8]1[C:12]([C:13]([OH:15])=O)=[CH:11][O:10][N:9]=1.[Cl:16][C:17]1[CH:22]=[CH:21][C:20]([C:23]23[NH:40][CH2:39][CH2:38][N:24]2[C:25](=[O:37])[C:26]2[N:27]([CH:29]=[C:30]([C:32]([N:34]([CH3:36])[CH3:35])=[O:33])[CH:31]=2)[CH2:28]3)=[CH:19][CH:18]=1.C(#N)C, predict the reaction product. The product is: [Cl:16][C:17]1[CH:22]=[CH:21][C:20]([C:23]23[N:40]([C:13]([C:12]4[C:8]([CH3:7])=[N:9][O:10][CH:11]=4)=[O:15])[CH2:39][CH2:38][N:24]2[C:25](=[O:37])[C:26]2[N:27]([CH:29]=[C:30]([C:32]([N:34]([CH3:36])[CH3:35])=[O:33])[CH:31]=2)[CH2:28]3)=[CH:19][CH:18]=1.